Dataset: Full USPTO retrosynthesis dataset with 1.9M reactions from patents (1976-2016). Task: Predict the reactants needed to synthesize the given product. Given the product [Br:1][C:2]1[C:10]2[N:9]=[N:8][N:7]([CH2:11][CH:12]3[CH2:14][CH2:13]3)[C:6]=2[CH:5]=[CH:4][C:3]=1[OH:15], predict the reactants needed to synthesize it. The reactants are: [Br:1][C:2]1[C:10]2[N:9]=[N:8][N:7]([CH2:11][CH:12]3[CH2:14][CH2:13]3)[C:6]=2[CH:5]=[CH:4][C:3]=1[O:15]C.B(Br)(Br)Br.